Dataset: NCI-60 drug combinations with 297,098 pairs across 59 cell lines. Task: Regression. Given two drug SMILES strings and cell line genomic features, predict the synergy score measuring deviation from expected non-interaction effect. Drug 1: C1CCC(CC1)NC(=O)N(CCCl)N=O. Drug 2: CS(=O)(=O)OCCCCOS(=O)(=O)C. Cell line: EKVX. Synergy scores: CSS=1.04, Synergy_ZIP=-1.67, Synergy_Bliss=-3.03, Synergy_Loewe=-12.9, Synergy_HSA=-5.64.